Dataset: Reaction yield outcomes from USPTO patents with 853,638 reactions. Task: Predict the reaction yield, written as a fraction of the theoretical maximum amount of product (1.0 means a 100% yield; for example, 0.34 means a 34% yield). (1) The reactants are [F:1][CH:2]([F:44])[C:3]1[N:7]([C:8]2[N:13]=[C:12]([N:14]3[CH2:19][CH2:18][O:17][CH2:16][CH2:15]3)[N:11]=[C:10]([N:20]([CH2:34][CH2:35][CH2:36]O)[CH:21]3[CH2:26][CH2:25][CH2:24][N:23]([C:27]([O:29][C:30]([CH3:33])([CH3:32])[CH3:31])=[O:28])[CH2:22]3)[N:9]=2)[C:6]2[CH:38]=[CH:39][CH:40]=[C:41]([O:42][CH3:43])[C:5]=2[N:4]=1.C[CH2:46][N:47](CC)[CH2:48]C.CS(Cl)(=O)=O.CNC. The catalyst is C(Cl)Cl. The product is [F:44][CH:2]([F:1])[C:3]1[N:7]([C:8]2[N:13]=[C:12]([N:14]3[CH2:19][CH2:18][O:17][CH2:16][CH2:15]3)[N:11]=[C:10]([N:20]([CH2:34][CH2:35][CH2:36][N:47]([CH3:48])[CH3:46])[CH:21]3[CH2:26][CH2:25][CH2:24][N:23]([C:27]([O:29][C:30]([CH3:33])([CH3:32])[CH3:31])=[O:28])[CH2:22]3)[N:9]=2)[C:6]2[CH:38]=[CH:39][CH:40]=[C:41]([O:42][CH3:43])[C:5]=2[N:4]=1. The yield is 1.00. (2) The reactants are CC1(C)[O:9][C:8](=[O:10])[C:5]2([CH2:7][CH2:6]2)[C:4](=[O:11])O1.[F:13][C:14]1[CH:15]=[C:16]([CH:18]=[CH:19][C:20]=1[F:21])[NH2:17]. The catalyst is C(O)C. The product is [F:13][C:14]1[CH:15]=[C:16]([N:17]2[CH2:6][CH2:7][CH:5]([C:8]([OH:9])=[O:10])[C:4]2=[O:11])[CH:18]=[CH:19][C:20]=1[F:21]. The yield is 0.700. (3) The reactants are [Cl:1][C:2]1[C:3]([F:14])=[C:4]([CH:7]=[C:8]([C:10]([F:13])([F:12])[F:11])[CH:9]=1)[CH:5]=[O:6].S([O-])(O[O-])(=O)=[O:16].[K+].[K+].[OH-].[Na+].Cl. The catalyst is CN(C=O)C.C(Cl)Cl. The product is [Cl:1][C:2]1[C:3]([F:14])=[C:4]([CH:7]=[C:8]([C:10]([F:12])([F:13])[F:11])[CH:9]=1)[C:5]([OH:16])=[O:6]. The yield is 0.934. (4) The product is [CH3:4][C:1]([C:5]1[CH:10]=[CH:9][C:8]([C:11]2[C:19]3[C:14](=[CH:15][CH:16]=[CH:17][CH:18]=3)[N:13]([CH2:20][C:21]3[CH:26]=[CH:25][CH:24]=[C:23]([N:27]4[CH2:32][CH2:31][S:30][CH2:29][CH2:28]4)[CH:22]=3)[C:12]=2[C:33]([OH:35])=[O:34])=[CH:7][CH:6]=1)([CH3:2])[CH3:3]. The reactants are [C:1]([C:5]1[CH:10]=[CH:9][C:8]([C:11]2[C:19]3[C:14](=[CH:15][CH:16]=[CH:17][CH:18]=3)[N:13]([CH2:20][C:21]3[CH:26]=[CH:25][CH:24]=[C:23]([N:27]4[CH2:32][CH2:31][S:30][CH2:29][CH2:28]4)[CH:22]=3)[C:12]=2[C:33]([O:35]CC)=[O:34])=[CH:7][CH:6]=1)([CH3:4])([CH3:3])[CH3:2].[OH-].[Na+]. The yield is 0.810. The catalyst is CCO.C1COCC1.O. (5) The reactants are ClCCl.C(N(CC)CC)C.Cl.[NH2:12][OH:13].[C:14]([Si:18](Cl)([C:25]1[CH:30]=[CH:29][CH:28]=[CH:27][CH:26]=1)[C:19]1[CH:24]=[CH:23][CH:22]=[CH:21][CH:20]=1)([CH3:17])([CH3:16])[CH3:15]. The catalyst is CCCCCC.C(OCC)(=O)C. The product is [Si:18]([O:13][NH2:12])([C:14]([CH3:17])([CH3:16])[CH3:15])([C:25]1[CH:30]=[CH:29][CH:28]=[CH:27][CH:26]=1)[C:19]1[CH:24]=[CH:23][CH:22]=[CH:21][CH:20]=1. The yield is 0.690. (6) The reactants are Br[C:2]1[CH:7]=[CH:6][C:5]([O:8][CH2:9][CH2:10][CH2:11][CH2:12][CH2:13][CH2:14][CH3:15])=[CH:4][CH:3]=1.[CH3:16][N:17]1C(=O)CCC1. The catalyst is [C-]#N.[Zn+2].[C-]#N.[Pd].C1(P(C2C=CC=CC=2)C2C=CC=CC=2)C=CC=CC=1.C1(P(C2C=CC=CC=2)C2C=CC=CC=2)C=CC=CC=1.C1(P(C2C=CC=CC=2)C2C=CC=CC=2)C=CC=CC=1.C1(P(C2C=CC=CC=2)C2C=CC=CC=2)C=CC=CC=1. The product is [CH2:9]([O:8][C:5]1[CH:6]=[CH:7][C:2]([C:16]#[N:17])=[CH:3][CH:4]=1)[CH2:10][CH2:11][CH2:12][CH2:13][CH2:14][CH3:15]. The yield is 0.730. (7) The reactants are [CH2:1]([O:3][C:4](=[O:38])[CH2:5][N:6]([C:11]1[C:15]2[CH:16]=[C:17]([CH2:20][O:21][C:22]3[CH:27]=[CH:26][C:25]([C:28]4[CH:33]=[C:32]([F:34])[C:31]([F:35])=[CH:30][C:29]=4[O:36][CH3:37])=[CH:24][CH:23]=3)[CH:18]=[CH:19][C:14]=2[O:13][N:12]=1)[CH2:7][CH2:8]OC)[CH3:2].FC1C(F)=CC(C2C=C[C:50]([O:53][CH2:54][C:55]3C=CC4ON=C(NCC5CCOCC5)C=4C=3)=[CH:49]C=2)=C(OC)C=1.CCOC(CBr)=O. No catalyst specified. The product is [CH2:1]([O:3][C:4](=[O:38])[CH2:5][N:6]([C:11]1[C:15]2[CH:16]=[C:17]([CH2:20][O:21][C:22]3[CH:23]=[CH:24][C:25]([C:28]4[CH:33]=[C:32]([F:34])[C:31]([F:35])=[CH:30][C:29]=4[O:36][CH3:37])=[CH:26][CH:27]=3)[CH:18]=[CH:19][C:14]=2[O:13][N:12]=1)[CH2:7][CH:8]1[CH2:55][CH2:54][O:53][CH2:50][CH2:49]1)[CH3:2]. The yield is 0.200.